This data is from Catalyst prediction with 721,799 reactions and 888 catalyst types from USPTO. The task is: Predict which catalyst facilitates the given reaction. Reactant: [H-].[Na+].[NH:3]1[CH:7]=[CH:6][N:5]=[C:4]1[CH2:8][CH2:9][OH:10].[C:11]([O:15][C:16]1[CH:21]=[CH:20][C:19]([CH2:22][CH2:23][CH2:24][CH2:25]I)=[CH:18][CH:17]=1)([CH3:14])([CH3:13])[CH3:12].O. Product: [C:11]([O:15][C:16]1[CH:17]=[CH:18][C:19]([CH2:22][CH2:23][CH2:24][CH2:25][N:3]2[CH:7]=[CH:6][N:5]=[C:4]2[CH2:8][CH2:9][OH:10])=[CH:20][CH:21]=1)([CH3:14])([CH3:13])[CH3:12]. The catalyst class is: 3.